From a dataset of Catalyst prediction with 721,799 reactions and 888 catalyst types from USPTO. Predict which catalyst facilitates the given reaction. (1) Reactant: [CH3:1][O:2][C:3]1[N:8]=[CH:7][C:6]([C:9]2[CH:17]=[CH:16][CH:15]=[CH:14][C:10]=2C(O)=O)=[CH:5][CH:4]=1.C(N(CC)CC)C.CN([C:28]([O:32]N1N=NC2C=CC=CC1=2)=[N+](C)C)C.[B-](F)(F)(F)F.[NH:47]1[CH2:52][CH:51]=[C:50]([C:53]2[CH:54]=[C:55]([CH:58]=[CH:59][CH:60]=2)[C:56]#[N:57])[CH2:49][CH2:48]1. Product: [CH3:1][O:2][C:3]1[N:8]=[CH:7][C:6]([C:9]2[CH:10]=[CH:14][C:15]([C:28]([N:47]3[CH2:48][CH:49]=[C:50]([C:53]4[CH:54]=[C:55]([CH:58]=[CH:59][CH:60]=4)[C:56]#[N:57])[CH2:51][CH2:52]3)=[O:32])=[CH:16][CH:17]=2)=[CH:5][CH:4]=1. The catalyst class is: 3. (2) Reactant: [Br:1][C:2]1[C:3]([O:9][CH3:10])=[N:4][C:5](Cl)=[N:6][CH:7]=1.[F:11][C:12]1[CH:13]=[C:14]([CH:16]=[C:17]([CH3:19])[CH:18]=1)[NH2:15].Cl.O1CCOCC1.CC#N. Product: [Br:1][C:2]1[C:3]([O:9][CH3:10])=[N:4][C:5]([NH:15][C:14]2[CH:16]=[C:17]([CH3:19])[CH:18]=[C:12]([F:11])[CH:13]=2)=[N:6][CH:7]=1. The catalyst class is: 114. (3) Reactant: Cl[C:2]1[C:3]2[NH:10][CH:9]=[CH:8][C:4]=2[N:5]=[CH:6][N:7]=1.[H-].[Na+].Cl[CH2:14][O:15][CH2:16][C:17]1[CH:22]=[CH:21][CH:20]=[CH:19][CH:18]=1.C[CH2:24][O:25]C(C)=O. Product: [CH2:16]([O:15][CH2:14][N:10]1[C:3]2[C:2]([O:25][CH3:24])=[N:7][CH:6]=[N:5][C:4]=2[CH:8]=[CH:9]1)[C:17]1[CH:22]=[CH:21][CH:20]=[CH:19][CH:18]=1. The catalyst class is: 36. (4) Reactant: C(OC([O:8][NH:9][C:10]([C:12]1[CH:13]=[N:14][C:15]([N:18]2[CH2:23][CH:22]3[CH:20]([CH:21]3[N:24]3[CH2:29][CH2:28][O:27][CH2:26][CH2:25]3)[CH2:19]2)=[N:16][CH:17]=1)=[O:11])C)C(C)C.Cl.O1CCOCC1. Product: [OH:8][NH:9][C:10]([C:12]1[CH:13]=[N:14][C:15]([N:18]2[CH2:23][CH:22]3[CH:20]([CH:21]3[N:24]3[CH2:25][CH2:26][O:27][CH2:28][CH2:29]3)[CH2:19]2)=[N:16][CH:17]=1)=[O:11]. The catalyst class is: 2. (5) Reactant: [Li+].[CH3:2][Si]([N-][Si](C)(C)C)(C)C.[CH:11]([Si:14]([CH:31]([CH3:33])[CH3:32])([CH:28]([CH3:30])[CH3:29])[O:15][CH2:16][C:17]1[CH:22]=[CH:21][C:20]([CH2:23][C:24]([O:26][CH3:27])=[O:25])=[CH:19][CH:18]=1)([CH3:13])[CH3:12].Br[C:35]1[C:36](C)=[C:37]2[C:42](=[O:43])[NH:41][C:39](=[O:40])[C:38]2=[CH:44][CH:45]=1. The catalyst class is: 1. Product: [O:43]=[C:42]1[C:37]2[C:38](=[CH:44][CH:45]=[CH:35][CH:36]=2)[C:39](=[O:40])[N:41]1[CH2:2][CH:23]([C:20]1[CH:21]=[CH:22][C:17]([CH2:16][O:15][Si:14]([CH:11]([CH3:12])[CH3:13])([CH:28]([CH3:30])[CH3:29])[CH:31]([CH3:33])[CH3:32])=[CH:18][CH:19]=1)[C:24]([O:26][CH3:27])=[O:25]. (6) Reactant: [NH2:1][C:2]1[C:11]2[N:12]=[C:13]([CH2:29][O:30][CH2:31][CH3:32])[N:14]([CH2:15][CH:16]3[CH2:21][CH2:20][CH2:19][CH2:18][N:17]3[C:22]([O:24][C:25]([CH3:28])([CH3:27])[CH3:26])=[O:23])[C:10]=2[C:9]2[CH:8]=[CH:7][C:6](Br)=[CH:5][C:4]=2[N:3]=1.B1([C:40]2[CH:45]=[CH:44][CH:43]=[N:42][CH:41]=2)OCCCO1. Product: [NH2:1][C:2]1[C:11]2[N:12]=[C:13]([CH2:29][O:30][CH2:31][CH3:32])[N:14]([CH2:15][CH:16]3[CH2:21][CH2:20][CH2:19][CH2:18][N:17]3[C:22]([O:24][C:25]([CH3:28])([CH3:27])[CH3:26])=[O:23])[C:10]=2[C:9]2[CH:8]=[CH:7][C:6]([C:40]3[CH:41]=[N:42][CH:43]=[CH:44][CH:45]=3)=[CH:5][C:4]=2[N:3]=1. The catalyst class is: 167.